This data is from NCI-60 drug combinations with 297,098 pairs across 59 cell lines. The task is: Regression. Given two drug SMILES strings and cell line genomic features, predict the synergy score measuring deviation from expected non-interaction effect. (1) Drug 1: COC1=C2C(=CC3=C1OC=C3)C=CC(=O)O2. Drug 2: C1CCC(C(C1)N)N.C(=O)(C(=O)[O-])[O-].[Pt+4]. Cell line: SN12C. Synergy scores: CSS=16.7, Synergy_ZIP=-3.70, Synergy_Bliss=-5.95, Synergy_Loewe=-8.79, Synergy_HSA=-3.06. (2) Drug 1: C1=CC(=CC=C1CCCC(=O)O)N(CCCl)CCCl. Drug 2: CC(C)NC(=O)C1=CC=C(C=C1)CNNC.Cl. Cell line: EKVX. Synergy scores: CSS=-3.36, Synergy_ZIP=-4.45, Synergy_Bliss=-10.8, Synergy_Loewe=-13.6, Synergy_HSA=-11.1. (3) Drug 1: C1=NC2=C(N=C(N=C2N1C3C(C(C(O3)CO)O)F)Cl)N. Drug 2: C1CCC(C(C1)N)N.C(=O)(C(=O)[O-])[O-].[Pt+4]. Cell line: BT-549. Synergy scores: CSS=44.7, Synergy_ZIP=-6.11, Synergy_Bliss=-3.03, Synergy_Loewe=3.06, Synergy_HSA=2.12. (4) Synergy scores: CSS=35.2, Synergy_ZIP=-7.75, Synergy_Bliss=-6.70, Synergy_Loewe=-2.91, Synergy_HSA=-2.78. Cell line: LOX IMVI. Drug 2: C1C(C(OC1N2C=NC3=C(N=C(N=C32)Cl)N)CO)O. Drug 1: C1=C(C(=O)NC(=O)N1)N(CCCl)CCCl. (5) Drug 1: C1=CC(=CC=C1CCC2=CNC3=C2C(=O)NC(=N3)N)C(=O)NC(CCC(=O)O)C(=O)O. Drug 2: CC1=C(C=C(C=C1)C(=O)NC2=CC(=CC(=C2)C(F)(F)F)N3C=C(N=C3)C)NC4=NC=CC(=N4)C5=CN=CC=C5. Cell line: MDA-MB-435. Synergy scores: CSS=0.320, Synergy_ZIP=-2.03, Synergy_Bliss=-3.93, Synergy_Loewe=-15.0, Synergy_HSA=-7.08. (6) Drug 1: C1=C(C(=O)NC(=O)N1)F. Drug 2: C1=NC(=NC(=O)N1C2C(C(C(O2)CO)O)O)N. Cell line: NCIH23. Synergy scores: CSS=35.8, Synergy_ZIP=-8.24, Synergy_Bliss=-10.1, Synergy_Loewe=-9.72, Synergy_HSA=-9.42. (7) Drug 1: CCC1(CC2CC(C3=C(CCN(C2)C1)C4=CC=CC=C4N3)(C5=C(C=C6C(=C5)C78CCN9C7C(C=CC9)(C(C(C8N6C)(C(=O)OC)O)OC(=O)C)CC)OC)C(=O)OC)O.OS(=O)(=O)O. Drug 2: C1=NC2=C(N=C(N=C2N1C3C(C(C(O3)CO)O)F)Cl)N. Cell line: CAKI-1. Synergy scores: CSS=30.9, Synergy_ZIP=-6.78, Synergy_Bliss=-0.408, Synergy_Loewe=-2.56, Synergy_HSA=-1.79. (8) Drug 1: CC1C(C(=O)NC(C(=O)N2CCCC2C(=O)N(CC(=O)N(C(C(=O)O1)C(C)C)C)C)C(C)C)NC(=O)C3=C4C(=C(C=C3)C)OC5=C(C(=O)C(=C(C5=N4)C(=O)NC6C(OC(=O)C(N(C(=O)CN(C(=O)C7CCCN7C(=O)C(NC6=O)C(C)C)C)C)C(C)C)C)N)C. Drug 2: C(CC(=O)O)C(=O)CN.Cl. Cell line: RXF 393. Synergy scores: CSS=13.6, Synergy_ZIP=-7.10, Synergy_Bliss=-4.89, Synergy_Loewe=-22.5, Synergy_HSA=-5.55.